From a dataset of Full USPTO retrosynthesis dataset with 1.9M reactions from patents (1976-2016). Predict the reactants needed to synthesize the given product. (1) Given the product [CH3:1][O:2][C:3]([C:5]1[N:6]([C:16]2[CH:17]=[CH:18][C:19]([CH2:22][NH2:23])=[CH:20][CH:21]=2)[C:7]2[C:12]([C:13]=1[Cl:14])=[C:11]([F:15])[CH:10]=[CH:9][CH:8]=2)=[O:4], predict the reactants needed to synthesize it. The reactants are: [CH3:1][O:2][C:3]([C:5]1[N:6]([C:16]2[CH:21]=[CH:20][C:19]([CH2:22][NH:23]C(OC(C)(C)C)=O)=[CH:18][CH:17]=2)[C:7]2[C:12]([C:13]=1[Cl:14])=[C:11]([F:15])[CH:10]=[CH:9][CH:8]=2)=[O:4].ClCCl.FC(F)(F)C(O)=O. (2) Given the product [OH:1][CH2:2][C:3]1[N:8]=[C:7]([O:9][CH2:11][C:12]([O:14][C:15]([CH3:18])([CH3:17])[CH3:16])=[O:13])[CH:6]=[CH:5][CH:4]=1, predict the reactants needed to synthesize it. The reactants are: [OH:1][CH2:2][C:3]1[NH:8][C:7](=[O:9])[CH:6]=[CH:5][CH:4]=1.Br[CH2:11][C:12]([O:14][C:15]([CH3:18])([CH3:17])[CH3:16])=[O:13]. (3) Given the product [Cl:1][C:2]1[CH:3]=[CH:4][C:5]2[N:11]3[CH:12]=[CH:13][CH:14]=[C:10]3[C@@H:9]([CH2:15][CH2:16][C:17]3[NH:21][N:20]=[N:19][N:18]=3)[O:8][C@H:7]([C:26]3[CH:31]=[CH:30][CH:29]=[C:28]([O:32][CH3:33])[C:27]=3[O:34][CH3:35])[C:6]=2[CH:36]=1, predict the reactants needed to synthesize it. The reactants are: [Cl:1][C:2]1[CH:3]=[CH:4][C:5]2[N:11]3[CH:12]=[CH:13][CH:14]=[C:10]3[C@@H:9]([CH2:15][CH2:16][C:17]3[N:21](CCC#N)[N:20]=[N:19][N:18]=3)[O:8][C@H:7]([C:26]3[CH:31]=[CH:30][CH:29]=[C:28]([O:32][CH3:33])[C:27]=3[O:34][CH3:35])[C:6]=2[CH:36]=1.C1CCN2C(=NCCC2)CC1. (4) Given the product [OH:23][NH:22][C:18]([C:9]1[S:8][C:7]([C:1]2[CH:6]=[CH:5][CH:4]=[CH:3][CH:2]=2)=[N:11][C:10]=1[C:12]1[CH:17]=[CH:16][CH:15]=[CH:14][CH:13]=1)=[O:20], predict the reactants needed to synthesize it. The reactants are: [C:1]1([C:7]2[S:8][C:9]([C:18]([O:20]C)=O)=[C:10]([C:12]3[CH:17]=[CH:16][CH:15]=[CH:14][CH:13]=3)[N:11]=2)[CH:6]=[CH:5][CH:4]=[CH:3][CH:2]=1.[NH2:22][OH:23].[OH-].[K+]. (5) Given the product [CH2:31]([O:38][C:39]([N:41]1[CH2:47][C:46]2[CH:48]=[C:49](/[CH:52]=[CH:53]/[C:54](=[O:56])[N:2]([CH3:1])[CH2:3][C:4]3[C:12]4[C:7](=[CH:8][CH:9]=[CH:10][CH:11]=4)[N:6]([CH3:13])[CH:5]=3)[CH:50]=[N:51][C:45]=2[NH:44][C:43](=[O:57])[CH2:42]1)=[O:40])[C:32]1[CH:37]=[CH:36][CH:35]=[CH:34][CH:33]=1, predict the reactants needed to synthesize it. The reactants are: [CH3:1][NH:2][CH2:3][C:4]1[C:12]2[C:7](=[CH:8][CH:9]=[CH:10][CH:11]=2)[N:6]([CH3:13])[CH:5]=1.CNCC1C=CC2C(=CC=CC=2)C=1CCC.Cl.[CH2:31]([O:38][C:39]([N:41]1[CH2:47][C:46]2[CH:48]=[C:49](/[CH:52]=[CH:53]/[C:54]([OH:56])=O)[CH:50]=[N:51][C:45]=2[NH:44][C:43](=[O:57])[CH2:42]1)=[O:40])[C:32]1[CH:37]=[CH:36][CH:35]=[CH:34][CH:33]=1.Cl.CN1CC2C=C(/C=C/C(O)=O)C=NC=2NC(=O)C1.